This data is from Forward reaction prediction with 1.9M reactions from USPTO patents (1976-2016). The task is: Predict the product of the given reaction. (1) Given the reactants [CH2:1]([N:3]1[C:7]([N:8]([CH:25]([CH3:27])[CH3:26])[C:9](=[O:24])[CH2:10][O:11][C:12]2[CH:17]=[CH:16][CH:15]=[C:14]([O:18]COC)[C:13]=2[CH:22]=[O:23])=[CH:6][CH:5]=[N:4]1)[CH3:2].Cl.C(=O)(O)[O-].[Na+], predict the reaction product. The product is: [CH2:1]([N:3]1[C:7]([N:8]([CH:25]([CH3:26])[CH3:27])[C:9](=[O:24])[CH2:10][O:11][C:12]2[CH:17]=[CH:16][CH:15]=[C:14]([OH:18])[C:13]=2[CH:22]=[O:23])=[CH:6][CH:5]=[N:4]1)[CH3:2]. (2) Given the reactants [F:1][C:2]1[CH:17]=[CH:16][C:5]([CH2:6][O:7][CH2:8][C:9]2[N:14]=[C:13]([NH2:15])[CH:12]=[CH:11][CH:10]=2)=[CH:4][CH:3]=1.[Cl:18][C:19]1[CH:20]=[C:21]([S:25](Cl)(=[O:27])=[O:26])[CH:22]=[CH:23][CH:24]=1, predict the reaction product. The product is: [Cl:18][C:19]1[CH:20]=[C:21]([S:25]([NH:15][C:13]2[CH:12]=[CH:11][CH:10]=[C:9]([CH2:8][O:7][CH2:6][C:5]3[CH:4]=[CH:3][C:2]([F:1])=[CH:17][CH:16]=3)[N:14]=2)(=[O:27])=[O:26])[CH:22]=[CH:23][CH:24]=1. (3) Given the reactants [F:1][C:2]([F:19])([F:18])[C:3]1[CH:8]=[CH:7][C:6]([C:9]2[C:10]([C:15](O)=[O:16])=[CH:11][CH:12]=[CH:13][CH:14]=2)=[CH:5][CH:4]=1.S(Cl)(Cl)=O.[NH2:24][C:25]1[CH:30]=[CH:29][C:28]([N:31]2[CH2:36][CH2:35][CH:34]([CH:37]([C:42]3[CH:47]=[CH:46][CH:45]=[CH:44][CH:43]=3)[C:38]([O:40][CH3:41])=[O:39])[CH2:33][CH2:32]2)=[CH:27][CH:26]=1.CCN(C(C)C)C(C)C, predict the reaction product. The product is: [C:42]1([CH:37]([CH:34]2[CH2:35][CH2:36][N:31]([C:28]3[CH:27]=[CH:26][C:25]([NH:24][C:15]([C:10]4[CH:11]=[CH:12][CH:13]=[CH:14][C:9]=4[C:6]4[CH:7]=[CH:8][C:3]([C:2]([F:1])([F:18])[F:19])=[CH:4][CH:5]=4)=[O:16])=[CH:30][CH:29]=3)[CH2:32][CH2:33]2)[C:38]([O:40][CH3:41])=[O:39])[CH:43]=[CH:44][CH:45]=[CH:46][CH:47]=1. (4) The product is: [O:19]=[C:18]1[C:17]2[C:12](=[CH:13][CH:14]=[CH:15][CH:16]=2)[C:11](=[O:20])[N:10]2[C@H:5]([C:3]([OH:4])=[O:2])[CH2:6][CH2:7][CH2:8][N:9]12. Given the reactants C[O:2][C:3]([C@H:5]1[N:10]2[C:11](=[O:20])[C:12]3[C:17]([C:18](=[O:19])[N:9]2[CH2:8][CH2:7][CH2:6]1)=[CH:16][CH:15]=[CH:14][CH:13]=3)=[O:4].[OH-].[K+], predict the reaction product. (5) Given the reactants [CH3:1][C@H:2]1[CH2:7][O:6][CH2:5][CH2:4][N:3]1[C:8]1[CH:13]=[C:12]([C:14]([S:17]([C:20]2[S:21][CH:22]=[C:23]([CH3:25])[N:24]=2)(=[O:19])=[O:18])([CH3:16])[CH3:15])[N:11]=[C:10]([C:26]2[CH:32]=[CH:31][C:29]([NH2:30])=[CH:28][CH:27]=2)[N:9]=1.C(=O)(O)[O-].[Na+].Cl[C:39]([O:41][C:42]1[CH:47]=[CH:46][CH:45]=[CH:44][CH:43]=1)=[O:40], predict the reaction product. The product is: [CH3:1][C@H:2]1[CH2:7][O:6][CH2:5][CH2:4][N:3]1[C:8]1[CH:13]=[C:12]([C:14]([S:17]([C:20]2[S:21][CH:22]=[C:23]([CH3:25])[N:24]=2)(=[O:19])=[O:18])([CH3:16])[CH3:15])[N:11]=[C:10]([C:26]2[CH:27]=[CH:28][C:29]([NH:30][C:39](=[O:40])[O:41][C:42]3[CH:47]=[CH:46][CH:45]=[CH:44][CH:43]=3)=[CH:31][CH:32]=2)[N:9]=1. (6) Given the reactants [Cl:1][C:2]1[CH:3]=[C:4]([CH:8]([CH2:12][CH:13]2[CH2:17][CH2:16][CH2:15][CH2:14]2)[C:9]([OH:11])=O)[CH:5]=[CH:6][CH:7]=1.C(Cl)(=O)C(Cl)=O.[CH2:24]([O:26][C:27](=[O:35])[CH2:28][C:29]1[N:30]=[C:31]([NH2:34])[S:32][CH:33]=1)[CH3:25].C(N(CC)C(C)C)(C)C, predict the reaction product. The product is: [CH2:24]([O:26][C:27](=[O:35])[CH2:28][C:29]1[N:30]=[C:31]([NH:34][C:9](=[O:11])[CH:8]([C:4]2[CH:5]=[CH:6][CH:7]=[C:2]([Cl:1])[CH:3]=2)[CH2:12][CH:13]2[CH2:17][CH2:16][CH2:15][CH2:14]2)[S:32][CH:33]=1)[CH3:25]. (7) Given the reactants [C:1]([OH:14])(=[O:13])[CH2:2][CH2:3][CH2:4][CH2:5][CH2:6][CH2:7][CH2:8][CH2:9][CH2:10][CH2:11][CH3:12].[NH3:15], predict the reaction product. The product is: [C:1]([O-:14])(=[O:13])[CH2:2][CH2:3][CH2:4][CH2:5][CH2:6][CH2:7][CH2:8][CH2:9][CH2:10][CH2:11][CH3:12].[NH4+:15]. (8) Given the reactants [C:1]([O:9][C@:10]1([CH3:35])[C@H:15]([O:16][C:17](=[O:24])[C:18]2[CH:23]=[CH:22][CH:21]=[CH:20][CH:19]=2)[C@@H:14]([CH2:25][O:26][C:27](=[O:34])[C:28]2[CH:33]=[CH:32][CH:31]=[CH:30][CH:29]=2)[O:13][C@H:11]1[OH:12])(=[O:8])[C:2]1[CH:7]=[CH:6][CH:5]=[CH:4][CH:3]=1.COC([O:42][CH3:43])N(C)C.CO, predict the reaction product. The product is: [C:43]([O:12][C@@H:11]1[O:13][C@H:14]([CH2:25][O:26][C:27](=[O:34])[C:28]2[CH:29]=[CH:30][CH:31]=[CH:32][CH:33]=2)[C@@H:15]([O:16][C:17](=[O:24])[C:18]2[CH:23]=[CH:22][CH:21]=[CH:20][CH:19]=2)[C@@:10]1([CH3:35])[O:9][C:1](=[O:8])[C:2]1[CH:7]=[CH:6][CH:5]=[CH:4][CH:3]=1)(=[O:42])[C:2]1[CH:7]=[CH:6][CH:5]=[CH:4][CH:3]=1. (9) Given the reactants [CH:1]1[C:10]2[CH2:9][CH2:8][CH2:7][CH2:6][C:5]=2[CH:4]=[CH:3][C:2]=1[O:11][CH2:12][CH2:13][O:14][C:15]1[CH:30]=[CH:29][C:18]([CH2:19][CH:20]([C:25]([O:27]C)=[O:26])[C:21]([O:23][CH3:24])=[O:22])=[CH:17][CH:16]=1.[OH-].[Na+], predict the reaction product. The product is: [CH3:24][O:23][C:21]([CH:20]([CH2:19][C:18]1[CH:29]=[CH:30][C:15]([O:14][CH2:13][CH2:12][O:11][C:2]2[CH:3]=[CH:4][C:5]3[CH2:6][CH2:7][CH2:8][CH2:9][C:10]=3[CH:1]=2)=[CH:16][CH:17]=1)[C:25]([OH:27])=[O:26])=[O:22]. (10) The product is: [Cl:1][C:2]1[C:7]([S:8]([CH3:11])(=[O:10])=[O:9])=[CH:6][C:5]([C:12]2[N:13]([C:33]([N:48]3[CH2:47][CH2:46][CH:45]([NH:44][C:42]([NH:41][CH2:39][CH3:40])=[O:43])[CH2:50][CH2:49]3)=[O:34])[C@@:14]([C:26]3[CH:27]=[CH:28][C:29]([Cl:32])=[CH:30][CH:31]=3)([CH3:25])[C@@:15]([C:18]3[CH:19]=[CH:20][C:21]([Cl:24])=[CH:22][CH:23]=3)([CH3:17])[N:16]=2)=[C:4]([O:36][CH2:37][CH3:38])[CH:3]=1. Given the reactants [Cl:1][C:2]1[C:7]([S:8]([CH3:11])(=[O:10])=[O:9])=[CH:6][C:5]([C:12]2[N:13]([C:33](Cl)=[O:34])[C@@:14]([C:26]3[CH:31]=[CH:30][C:29]([Cl:32])=[CH:28][CH:27]=3)([CH3:25])[C@@:15]([C:18]3[CH:23]=[CH:22][C:21]([Cl:24])=[CH:20][CH:19]=3)([CH3:17])[N:16]=2)=[C:4]([O:36][CH2:37][CH3:38])[CH:3]=1.[CH2:39]([NH:41][C:42]([NH:44][CH:45]1[CH2:50][CH2:49][NH:48][CH2:47][CH2:46]1)=[O:43])[CH3:40], predict the reaction product.